From a dataset of Reaction yield outcomes from USPTO patents with 853,638 reactions. Predict the reaction yield, written as a fraction of the theoretical maximum amount of product (1.0 means a 100% yield; for example, 0.34 means a 34% yield). (1) The reactants are [Br:1][C:2]1[CH:16]=[CH:15][C:5]([O:6][CH2:7][CH2:8][CH2:9][C:10]([O:12]CC)=[O:11])=[CH:4][C:3]=1[F:17].[Li+].[OH-].O1CCCC1.Cl. The catalyst is O. The product is [Br:1][C:2]1[CH:16]=[CH:15][C:5]([O:6][CH2:7][CH2:8][CH2:9][C:10]([OH:12])=[O:11])=[CH:4][C:3]=1[F:17]. The yield is 0.680. (2) The reactants are FC(F)(F)S(O[C:7]1[CH:16]=[CH:15][C:14]2[C:13](=[O:17])[CH2:12][CH2:11][CH2:10][C:9]=2[CH:8]=1)(=O)=O.[CH3:20][N:21](C)C=O. The catalyst is [C-]#N.[Zn+2].[C-]#N.C1C=CC([P]([Pd]([P](C2C=CC=CC=2)(C2C=CC=CC=2)C2C=CC=CC=2)([P](C2C=CC=CC=2)(C2C=CC=CC=2)C2C=CC=CC=2)[P](C2C=CC=CC=2)(C2C=CC=CC=2)C2C=CC=CC=2)(C2C=CC=CC=2)C2C=CC=CC=2)=CC=1. The product is [O:17]=[C:13]1[CH2:12][CH2:11][CH2:10][C:9]2[CH:8]=[C:7]([C:20]#[N:21])[CH:16]=[CH:15][C:14]1=2. The yield is 0.410. (3) The reactants are Br[C:2]1[CH:7]=[CH:6][C:5]([CH3:8])=[CH:4][N:3]=1.[CH3:9][O:10][C:11]1[CH:16]=[C:15](B2OC(C)(C)C(C)(C)O2)[CH:14]=[CH:13][N:12]=1. No catalyst specified. The product is [CH3:9][O:10][C:11]1[CH:16]=[C:15]([C:2]2[CH:7]=[CH:6][C:5]([CH3:8])=[CH:4][N:3]=2)[CH:14]=[CH:13][N:12]=1. The yield is 0.420.